The task is: Predict the reactants needed to synthesize the given product.. This data is from Full USPTO retrosynthesis dataset with 1.9M reactions from patents (1976-2016). (1) Given the product [NH:14]1[C:15]2[C:20](=[CH:19][CH:18]=[CH:17][CH:16]=2)[C:12](/[CH:11]=[CH:10]/[C:5]2[CH:6]=[CH:7][CH:8]=[CH:9][C:4]=2[NH2:1])=[N:13]1, predict the reactants needed to synthesize it. The reactants are: [N+:1]([C:4]1[CH:9]=[CH:8][CH:7]=[CH:6][C:5]=1/[CH:10]=[CH:11]/[C:12]1[C:20]2[C:15](=[CH:16][CH:17]=[CH:18][CH:19]=2)[NH:14][N:13]=1)([O-])=O.[Sn].Cl.[OH-].[Na+]. (2) Given the product [BrH:45].[F:4][C:5]1[CH:10]=[CH:9][CH:8]=[C:7]([F:11])[C:6]=1[N:12]1[C:17]2[N:18]=[C:19]([NH:37][CH2:38][C:39]3[NH:43][CH:42]=[CH:41][N:40]=3)[N:20]=[C:21]([C:22]3[CH:23]=[C:24]([CH:33]=[CH:34][C:35]=3[CH3:36])[C:25]([NH:27][C:28]3[S:29][CH:30]=[CH:31][N:32]=3)=[O:26])[C:16]=2[CH:15]=[CH:14][C:13]1=[O:44], predict the reactants needed to synthesize it. The reactants are: C(#N)C.[F:4][C:5]1[CH:10]=[CH:9][CH:8]=[C:7]([F:11])[C:6]=1[N:12]1[C:17]2[N:18]=[C:19]([NH:37][CH2:38][C:39]3[NH:40][CH:41]=[CH:42][N:43]=3)[N:20]=[C:21]([C:22]3[CH:23]=[C:24]([CH:33]=[CH:34][C:35]=3[CH3:36])[C:25]([NH:27][C:28]3[S:29][CH:30]=[CH:31][N:32]=3)=[O:26])[C:16]=2[CH:15]=[CH:14][C:13]1=[O:44].[BrH:45]. (3) Given the product [CH3:13][O:14][C:15]([C:17]1[S:18][C:19]([C:22](=[O:24])[NH:38][C:33]2[CH:34]=[CH:35][CH:36]=[CH:37][C:32]=2[NH:31][C:30]([O:29][C:25]([CH3:28])([CH3:27])[CH3:26])=[O:39])=[CH:20][CH:21]=1)=[O:16], predict the reactants needed to synthesize it. The reactants are: C(N1C=CN=C1)(N1C=CN=C1)=O.[CH3:13][O:14][C:15]([C:17]1[S:18][C:19]([C:22]([OH:24])=O)=[CH:20][CH:21]=1)=[O:16].[C:25]([O:29][C:30](=[O:39])[NH:31][C:32]1[CH:37]=[CH:36][CH:35]=[CH:34][C:33]=1[NH2:38])([CH3:28])([CH3:27])[CH3:26]. (4) Given the product [Br:1][C:2]1[CH:3]=[CH:4][C:5]([C:8]23[NH:22][CH2:19][CH2:20][N:21]2[C:15](=[O:17])[C:11]2[N:10]([CH:14]=[CH:13][CH:12]=2)[CH2:9]3)=[CH:6][CH:7]=1, predict the reactants needed to synthesize it. The reactants are: [Br:1][C:2]1[CH:7]=[CH:6][C:5]([C:8](=O)[CH2:9][N:10]2[CH:14]=[CH:13][CH:12]=[C:11]2[C:15]([OH:17])=O)=[CH:4][CH:3]=1.[CH2:19]([NH2:22])[CH2:20][NH2:21]. (5) Given the product [N:8]1[CH:9]=[CH:10][CH:11]=[CH:12][C:7]=1[N:5]1[CH:6]=[C:2]([C:19]2[CH:20]=[C:15]([CH:16]=[CH:17][CH:18]=2)[C:13]#[N:14])[CH:3]=[N:4]1, predict the reactants needed to synthesize it. The reactants are: Br[C:2]1[CH:3]=[N:4][N:5]([C:7]2[CH:12]=[CH:11][CH:10]=[CH:9][N:8]=2)[CH:6]=1.[C:13]([C:15]1[CH:16]=[C:17](B(O)O)[CH:18]=[CH:19][CH:20]=1)#[N:14].C(=O)([O-])[O-].[K+].[K+]. (6) Given the product [CH2:1]([O:8][C@H:9]1[C@H:14]([O:15][CH2:16][C:17]2[CH:18]=[CH:19][CH:20]=[CH:21][CH:22]=2)[C@@H:13]([O:23][CH2:24][C:25]2[CH:30]=[CH:29][CH:28]=[CH:27][CH:26]=2)[C@H:12]([C:31]2[CH:36]=[CH:35][C:34]([Cl:37])=[C:33]([CH2:38][C:39]3[CH:40]=[CH:41][C:42]([O:45][CH2:46][CH3:47])=[CH:43][CH:44]=3)[CH:32]=2)[O:11][C:10]1([CH2:48][OH:49])[CH3:50])[C:2]1[CH:3]=[CH:4][CH:5]=[CH:6][CH:7]=1, predict the reactants needed to synthesize it. The reactants are: [CH2:1]([O:8][C@H:9]1[C@H:14]([O:15][CH2:16][C:17]2[CH:22]=[CH:21][CH:20]=[CH:19][CH:18]=2)[C@@H:13]([O:23][CH2:24][C:25]2[CH:30]=[CH:29][CH:28]=[CH:27][CH:26]=2)[C@H:12]([C:31]2[CH:36]=[CH:35][C:34]([Cl:37])=[C:33]([CH2:38][C:39]3[CH:44]=[CH:43][C:42]([O:45][CH2:46][CH3:47])=[CH:41][CH:40]=3)[CH:32]=2)[O:11][C:10]1([CH2:50]O)[CH2:48][OH:49])[C:2]1[CH:7]=[CH:6][CH:5]=[CH:4][CH:3]=1.[H-].[Al+3].[Li+].[H-].[H-].[H-]. (7) Given the product [CH2:35]([N:37]([CH2:38][CH3:39])[CH2:2][CH2:3][CH2:4][CH2:5][O:6][C:7]1[CH:16]=[C:15]2[C:10]([C:11]([O:17][C:18]3[CH:23]=[CH:22][C:21]([CH3:24])=[CH:20][C:19]=3[C:25]([C:27]3[CH:32]=[CH:31][CH:30]=[CH:29][CH:28]=3)=[O:26])=[CH:12][CH:13]=[N:14]2)=[CH:9][C:8]=1[O:33][CH3:34])[CH3:36], predict the reactants needed to synthesize it. The reactants are: Cl[CH2:2][CH2:3][CH2:4][CH2:5][O:6][C:7]1[CH:16]=[C:15]2[C:10]([C:11]([O:17][C:18]3[CH:23]=[CH:22][C:21]([CH3:24])=[CH:20][C:19]=3[C:25]([C:27]3[CH:32]=[CH:31][CH:30]=[CH:29][CH:28]=3)=[O:26])=[CH:12][CH:13]=[N:14]2)=[CH:9][C:8]=1[O:33][CH3:34].[CH2:35]([NH:37][CH2:38][CH3:39])[CH3:36].C(=O)([O-])[O-].[K+].[K+].O. (8) Given the product [Cl:11][C:10]1[CH:9]=[C:8]2[C:4]([C:5]([C:12]([O:14][CH3:15])=[O:13])=[CH:6][NH:7]2)=[CH:3][C:2]=1[B:20]1[O:21][CH2:22][C:17]([CH3:31])([CH3:16])[CH2:18][O:19]1, predict the reactants needed to synthesize it. The reactants are: Br[C:2]1[CH:3]=[C:4]2[C:8](=[CH:9][C:10]=1[Cl:11])[NH:7][CH:6]=[C:5]2[C:12]([O:14][CH3:15])=[O:13].[CH3:16][C:17]1([CH3:31])[CH2:22][O:21][B:20]([B:20]2[O:21][CH2:22][C:17]([CH3:31])([CH3:16])[CH2:18][O:19]2)[O:19][CH2:18]1.C([O-])(=O)C.[K+]. (9) Given the product [Cl:42][C:36]1[CH:37]=[C:38]([F:41])[CH:39]=[CH:40][C:35]=1[N:20]([CH2:19][O:18][C:16]([N:1]1[CH2:5][CH2:4][CH2:3][C@H:2]1[C:6]([OH:8])=[O:7])=[O:17])[S:21]([CH:24]1[CH2:29][CH2:28][CH2:27][CH:26]=[C:25]1[C:30]([O:32][CH2:33][CH3:34])=[O:31])(=[O:22])=[O:23], predict the reactants needed to synthesize it. The reactants are: [N:1]1([C:16]([O:18][CH2:19][N:20]([C:35]2[CH:40]=[CH:39][C:38]([F:41])=[CH:37][C:36]=2[Cl:42])[S:21]([CH:24]2[CH2:29][CH2:28][CH2:27][CH:26]=[C:25]2[C:30]([O:32][CH2:33][CH3:34])=[O:31])(=[O:23])=[O:22])=[O:17])[CH2:5][CH2:4][CH2:3][C@H:2]1[C:6]([O:8]CC1C=CC=CC=1)=[O:7].